From a dataset of Full USPTO retrosynthesis dataset with 1.9M reactions from patents (1976-2016). Predict the reactants needed to synthesize the given product. (1) The reactants are: [CH:1]1([C:4]2[N:31]=[C:7]3[NH:8][C:9](=[O:30])[C:10]([CH2:15][C:16]4[CH:21]=[CH:20][C:19]([C:22]5[C:23]([C:28]#[N:29])=[CH:24][CH:25]=[CH:26][CH:27]=5)=[CH:18][CH:17]=4)=[C:11]([CH2:12][CH2:13][CH3:14])[N:6]3[N:5]=2)[CH2:3][CH2:2]1.CI.[C:34](=O)([O-])[O-].[K+].[K+].CN(C)C=O. Given the product [CH:1]1([C:4]2[N:31]=[C:7]3[N:8]([CH3:34])[C:9](=[O:30])[C:10]([CH2:15][C:16]4[CH:21]=[CH:20][C:19]([C:22]5[C:23]([C:28]#[N:29])=[CH:24][CH:25]=[CH:26][CH:27]=5)=[CH:18][CH:17]=4)=[C:11]([CH2:12][CH2:13][CH3:14])[N:6]3[N:5]=2)[CH2:2][CH2:3]1, predict the reactants needed to synthesize it. (2) Given the product [CH:1]1([C:4]2[N:8]([C:9]3[CH:14]=[C:13]([C:20]#[C:19][C@:21]4([OH:28])[CH2:25][CH2:24][N:23]([CH3:26])[C:22]4=[O:27])[CH:12]=[CH:11][N:10]=3)[N:7]=[C:6]([C:16]([NH2:18])=[O:17])[CH:5]=2)[CH2:3][CH2:2]1, predict the reactants needed to synthesize it. The reactants are: [CH:1]1([C:4]2[N:8]([C:9]3[CH:14]=[C:13](I)[CH:12]=[CH:11][N:10]=3)[N:7]=[C:6]([C:16]([NH2:18])=[O:17])[CH:5]=2)[CH2:3][CH2:2]1.[C:19]([C@:21]1([OH:28])[CH2:25][CH2:24][N:23]([CH3:26])[C:22]1=[O:27])#[CH:20]. (3) Given the product [OH:1][CH2:2][CH:3]([NH:6][S:7]([C:10]1[S:14][C:13]([NH2:15])=[N:12][C:11]=1[CH3:19])(=[O:9])=[O:8])[CH2:4][OH:5], predict the reactants needed to synthesize it. The reactants are: [OH:1][CH2:2][CH:3]([NH:6][S:7]([C:10]1[S:14][C:13]([NH:15]C(=O)C)=[N:12][C:11]=1[CH3:19])(=[O:9])=[O:8])[CH2:4][OH:5]. (4) Given the product [CH3:31][S:32]([N:22]1[CH2:21][CH2:20][CH:19]([CH2:18][N:14]([CH:10]2[CH2:9][CH2:8][C:7]3[C:12](=[CH:13][C:4]([N+:1]([O-:3])=[O:2])=[CH:5][CH:6]=3)[CH2:11]2)[CH2:15][CH2:16][CH3:17])[CH2:24][CH2:23]1)(=[O:34])=[O:33], predict the reactants needed to synthesize it. The reactants are: [N+:1]([C:4]1[CH:13]=[C:12]2[C:7]([CH2:8][CH2:9][CH:10]([N:14]([CH2:18][CH:19]3[CH2:24][CH2:23][NH:22][CH2:21][CH2:20]3)[CH2:15][CH2:16][CH3:17])[CH2:11]2)=[CH:6][CH:5]=1)([O-:3])=[O:2].N1C=CC=CC=1.[CH3:31][S:32](Cl)(=[O:34])=[O:33]. (5) Given the product [CH3:14][C@H:15]1[CH2:19][CH2:18][CH2:17][N:16]1[CH:20]1[CH2:24][CH2:23][C@H:22]([C:25]2[CH:30]=[CH:29][C:28]([N:31]3[CH2:12][CH2:11][C:5]4([CH2:10][CH2:9][CH2:8][CH2:7][CH2:6]4)[C:3]3=[O:4])=[CH:27][CH:26]=2)[CH2:21]1, predict the reactants needed to synthesize it. The reactants are: CO[C:3]([C:5]1([CH2:11][CH:12]=O)[CH2:10][CH2:9][CH2:8][CH2:7][CH2:6]1)=[O:4].[CH3:14][C@H:15]1[CH2:19][CH2:18][CH2:17][N:16]1[CH:20]1[CH2:24][CH2:23][C@H:22]([C:25]2[CH:30]=[CH:29][C:28]([NH2:31])=[CH:27][CH:26]=2)[CH2:21]1. (6) Given the product [S:3]1[CH:4]=[CH:5][N:6]=[C:2]1[C:15]1[CH:29]=[CH:28][C:18]([O:19][CH2:20][C:21]([O:23][C:24]([CH3:25])([CH3:26])[CH3:27])=[O:22])=[CH:17][CH:16]=1, predict the reactants needed to synthesize it. The reactants are: Br[C:2]1[S:3][CH:4]=[CH:5][N:6]=1.CC1(C)C(C)(C)OB([C:15]2[CH:29]=[CH:28][C:18]([O:19][CH2:20][C:21]([O:23][C:24]([CH3:27])([CH3:26])[CH3:25])=[O:22])=[CH:17][CH:16]=2)O1.[Cl-].[K+].C([O-])([O-])=O.[Na+].[Na+]. (7) Given the product [Cl:1][C:2]1[CH:7]=[C:6]([Cl:8])[CH:5]=[CH:4][C:3]=1[C:9]1[C:27](=[O:28])[N:26]([CH3:29])[C:12]2[N:13]([CH3:25])[C:14]3[C:19]([C:11]=2[CH:10]=1)=[CH:18][C:17]([C:20]1[N:21]=[N:22][N:23]([CH2:33][O:34][CH3:35])[CH:24]=1)=[CH:16][CH:15]=3, predict the reactants needed to synthesize it. The reactants are: [Cl:1][C:2]1[CH:7]=[C:6]([Cl:8])[CH:5]=[CH:4][C:3]=1[C:9]1[C:27](=[O:28])[N:26]([CH3:29])[C:12]2[N:13]([CH3:25])[C:14]3[C:19]([C:11]=2[CH:10]=1)=[CH:18][C:17]([C:20]1[N:21]=[N:22][NH:23][CH:24]=1)=[CH:16][CH:15]=3.[H-].[Na+].C1OCCOC2C(=CC=CC=2)OCCOCCOC2[C:35](=CC=CC=2)[O:34][CH2:33]1.COCBr.